This data is from KCNQ2 potassium channel screen with 302,405 compounds. The task is: Binary Classification. Given a drug SMILES string, predict its activity (active/inactive) in a high-throughput screening assay against a specified biological target. (1) The result is 0 (inactive). The molecule is FC(F)(F)c1cc(C(=O)Nc2cc(c(oc2=O)C)C(OC)=O)ccc1. (2) The molecule is O1CCN(CC1)CCNc1nc(nc2c1cccc2)c1ccc(cc1)C. The result is 0 (inactive). (3) The compound is S(=O)(=O)(Nc1ccc(N2CCOCC2)cc1)c1cc(ccc1)C(=O)C. The result is 0 (inactive). (4) The drug is S=C(NCCC(C)C)Nc1ccc(cc1)CC(OC)=O. The result is 0 (inactive). (5) The compound is s1c(C2(CCOCC2)C(=O)NC(c2ccccc2)C)ccc1. The result is 0 (inactive). (6) The compound is Clc1ccc(Cn2nc(NC(=O)c3noc(c4cc(OC)c(OC)cc4)c3)cc2C)cc1. The result is 0 (inactive).